The task is: Predict the product of the given reaction.. This data is from Forward reaction prediction with 1.9M reactions from USPTO patents (1976-2016). (1) Given the reactants [C:1]([NH:13][C@H:14]([C:19]([OH:21])=O)[CH2:15][C:16](=[O:18])[NH2:17])(=[O:12])[C:2]1[CH:11]=[CH:10][C:9]2[C:4](=[CH:5][CH:6]=[CH:7][CH:8]=2)[N:3]=1.[CH:22]([N:25]([CH2:34][C@@H:35]([OH:45])[C@@H:36]([NH2:44])[CH2:37][C:38]1[CH:43]=[CH:42][CH:41]=[CH:40][CH:39]=1)[NH:26][C:27]([O:29][C:30]([CH3:33])([CH3:32])[CH3:31])=[O:28])([CH3:24])[CH3:23].F[P-](F)(F)(F)(F)F.[PH4+].ON1C2C=CC=CC=2N=N1.C(N(CC)C(C)C)(C)C, predict the reaction product. The product is: [CH:22]([N:25]([CH2:34][C@@H:35]([OH:45])[C@@H:36]([NH:44][C:19](=[O:21])[C@H:14]([CH2:15][C:16](=[O:18])[NH2:17])[NH:13][C:1](=[O:12])[C:2]1[CH:11]=[CH:10][C:9]2[C:4](=[CH:5][CH:6]=[CH:7][CH:8]=2)[N:3]=1)[CH2:37][C:38]1[CH:39]=[CH:40][CH:41]=[CH:42][CH:43]=1)[NH:26][C:27]([O:29][C:30]([CH3:33])([CH3:31])[CH3:32])=[O:28])([CH3:24])[CH3:23]. (2) Given the reactants [Br:1][C:2]1[CH:7]=[CH:6][C:5]([C:8]2[C:12]3[CH:13]=[CH:14][C:15]([C:17]#[C:18][C:19]([CH3:22])([OH:21])[CH3:20])=[CH:16][C:11]=3[S:10][N:9]=2)=[CH:4][CH:3]=1.[Li+].CCC[CH2-].C(N(CC)CC)C.[CH2:35]([O:37][P:38](Cl)([O:40][CH2:41][CH3:42])=[O:39])[CH3:36], predict the reaction product. The product is: [CH2:35]([O:37][P:38](=[O:39])([O:40][CH2:41][CH3:42])[O:21][C:19]([CH3:22])([CH3:20])[C:18]#[C:17][C:15]1[CH:14]=[CH:13][C:12]2[C:8]([C:5]3[CH:4]=[CH:3][C:2]([Br:1])=[CH:7][CH:6]=3)=[N:9][S:10][C:11]=2[CH:16]=1)[CH3:36]. (3) The product is: [Br:8][C:7]1[C:2]([NH:9][NH:10][C:18](=[O:20])[CH3:19])=[N:3][CH:4]=[CH:5][CH:6]=1. Given the reactants Br[C:2]1[C:7]([Br:8])=[CH:6][CH:5]=[CH:4][N:3]=1.[NH2:9][NH2:10].C(N(CC)CC)C.[C:18](Cl)(=[O:20])[CH3:19], predict the reaction product. (4) Given the reactants [NH2:14][C:13]1[CH:15]=[CH:16][C:17]([O:19][CH3:20])=[CH:18][C:12]=1[S:11][S:11][C:12]1[CH:18]=[C:17]([O:19][CH3:20])[CH:16]=[CH:15][C:13]=1[NH2:14].[CH2:21]1[C:23]2([CH2:28][C:27](=O)[CH2:26][C:25](=[O:30])[NH:24]2)[CH2:22]1, predict the reaction product. The product is: [CH3:20][O:19][C:17]1[CH:16]=[CH:15][C:13]2[NH:14][C:27]3[CH2:28][C:23]4([NH:24][C:25](=[O:30])[C:26]=3[S:11][C:12]=2[CH:18]=1)[CH2:21][CH2:22]4. (5) Given the reactants I.[Cl:2][C:3]1[N:4]=[CH:5][N:6]([C:8]2[CH:13]=[CH:12][C:11]([NH:14][C:15](SC)=[NH:16])=[CH:10][C:9]=2[O:19][CH3:20])[CH:7]=1.[Cl:21][CH2:22][CH2:23][CH2:24][CH2:25][CH:26]([C:30]1[CH:35]=[CH:34][C:33]([O:36][C:37]([F:40])([F:39])[F:38])=[CH:32][CH:31]=1)[C:27](O)=O.[NH2:41][NH2:42], predict the reaction product. The product is: [Cl:21][CH2:22][CH2:23][CH2:24][CH2:25][CH:26]([C:27]1[NH:42][N:41]=[C:15]([NH:14][C:11]2[CH:12]=[CH:13][C:8]([N:6]3[CH:7]=[C:3]([Cl:2])[N:4]=[CH:5]3)=[C:9]([O:19][CH3:20])[CH:10]=2)[N:16]=1)[C:30]1[CH:35]=[CH:34][C:33]([O:36][C:37]([F:40])([F:39])[F:38])=[CH:32][CH:31]=1. (6) Given the reactants [CH3:1]I.[CH2:3]([O:10][C:11]1[CH:16]=[CH:15][C:14]([N:17]2[C:21]3=[N:22][CH:23]=[CH:24][C:25]([CH3:26])=[C:20]3[NH:19][C:18]2=[O:27])=[CH:13][CH:12]=1)[C:4]1[CH:9]=[CH:8][CH:7]=[CH:6][CH:5]=1.[H-].[Na+], predict the reaction product. The product is: [CH2:3]([O:10][C:11]1[CH:12]=[CH:13][C:14]([N:17]2[C:21]3=[N:22][CH:23]=[CH:24][C:25]([CH3:26])=[C:20]3[N:19]([CH3:1])[C:18]2=[O:27])=[CH:15][CH:16]=1)[C:4]1[CH:9]=[CH:8][CH:7]=[CH:6][CH:5]=1. (7) Given the reactants [Cl:1][C:2]1[CH:7]=[CH:6][C:5]([OH:8])=[C:4]([C:9]2[CH:10]=[N:11][N:12]3[CH2:17][CH2:16][CH2:15][NH:14][C:13]=23)[CH:3]=1.C([O-])([O-])=O.[K+].[K+].[Cl:24][C:25]1[C:26](F)=[CH:27][C:28]([F:47])=[C:29]([S:31]([N:34]([C:42]2[N:43]=[CH:44][S:45][CH:46]=2)[C:35](=[O:41])[O:36][C:37]([CH3:40])([CH3:39])[CH3:38])(=[O:33])=[O:32])[CH:30]=1.O, predict the reaction product. The product is: [Cl:24][C:25]1[C:26]([O:8][C:5]2[CH:6]=[CH:7][C:2]([Cl:1])=[CH:3][C:4]=2[C:9]2[CH:10]=[N:11][N:12]3[CH2:17][CH2:16][CH2:15][NH:14][C:13]=23)=[CH:27][C:28]([F:47])=[C:29]([S:31]([N:34]([C:42]2[N:43]=[CH:44][S:45][CH:46]=2)[C:35](=[O:41])[O:36][C:37]([CH3:40])([CH3:39])[CH3:38])(=[O:33])=[O:32])[CH:30]=1.